The task is: Regression. Given a peptide amino acid sequence and an MHC pseudo amino acid sequence, predict their binding affinity value. This is MHC class I binding data.. This data is from Peptide-MHC class I binding affinity with 185,985 pairs from IEDB/IMGT. (1) The binding affinity (normalized) is 0.462. The MHC is HLA-A31:01 with pseudo-sequence HLA-A31:01. The peptide sequence is STRTIILVGY. (2) The peptide sequence is LFSDLANSHQR. The MHC is H-2-Db with pseudo-sequence H-2-Db. The binding affinity (normalized) is 0. (3) The peptide sequence is AAHARFVAA. The MHC is HLA-A23:01 with pseudo-sequence HLA-A23:01. The binding affinity (normalized) is 0.231. (4) The peptide sequence is STCYVFGLY. The MHC is HLA-B54:01 with pseudo-sequence HLA-B54:01. The binding affinity (normalized) is 0.143. (5) The peptide sequence is LVDKEDTDIV. The MHC is HLA-A02:06 with pseudo-sequence HLA-A02:06. The binding affinity (normalized) is 0.0562. (6) The peptide sequence is HLKEKSSLR. The MHC is HLA-A69:01 with pseudo-sequence HLA-A69:01. The binding affinity (normalized) is 0.0847. (7) The peptide sequence is RVRLSMLTV. The MHC is HLA-B35:01 with pseudo-sequence HLA-B35:01. The binding affinity (normalized) is 0.0847.